This data is from Full USPTO retrosynthesis dataset with 1.9M reactions from patents (1976-2016). The task is: Predict the reactants needed to synthesize the given product. Given the product [CH2:1]([O:8][C:9]1[CH:10]=[C:11](/[CH:12]=[C:27](/[N+:24]([O-:26])=[O:25])\[CH3:28])[CH:14]=[CH:15][C:16]=1[O:17][CH3:18])[C:2]1[CH:7]=[CH:6][CH:5]=[CH:4][CH:3]=1, predict the reactants needed to synthesize it. The reactants are: [CH2:1]([O:8][C:9]1[CH:10]=[C:11]([CH:14]=[CH:15][C:16]=1[O:17][CH3:18])[CH:12]=O)[C:2]1[CH:7]=[CH:6][CH:5]=[CH:4][CH:3]=1.C([O-])(=O)C.[NH4+].[N+:24]([CH2:27][CH3:28])([O-:26])=[O:25].